This data is from Forward reaction prediction with 1.9M reactions from USPTO patents (1976-2016). The task is: Predict the product of the given reaction. Given the reactants [F:1][C:2]([F:36])([F:35])[C:3]1[CH:4]=[C:5]([CH:28]=[C:29]([C:31]([F:34])([F:33])[F:32])[CH:30]=1)[CH2:6][N:7]([CH2:14][C:15]1[C:23]2[C:18](=[CH:19][CH:20]=[CH:21][CH:22]=2)[N:17]([CH3:24])[C:16]=1[C:25]([OH:27])=O)[C:8]1[N:9]=[N:10][N:11]([CH3:13])[N:12]=1.[CH:37]1([CH2:40][NH:41][CH2:42][CH:43]2[CH2:45][CH2:44]2)[CH2:39][CH2:38]1.FC(F)(F)C1C=C(C=C(C(F)(F)F)C=1)CN(CC1C2C(=CC=CC=2)NC=1C(O)=O)C1N=NN(C)N=1.C(NCC)C, predict the reaction product. The product is: [CH:37]1([CH2:40][N:41]([CH2:42][CH:43]2[CH2:45][CH2:44]2)[C:25]([C:16]2[N:17]([CH3:24])[C:18]3[C:23]([C:15]=2[CH2:14][N:7]([CH2:6][C:5]2[CH:4]=[C:3]([C:2]([F:1])([F:36])[F:35])[CH:30]=[C:29]([C:31]([F:34])([F:33])[F:32])[CH:28]=2)[C:8]2[N:9]=[N:10][N:11]([CH3:13])[N:12]=2)=[CH:22][CH:21]=[CH:20][CH:19]=3)=[O:27])[CH2:39][CH2:38]1.